From a dataset of NCI-60 drug combinations with 297,098 pairs across 59 cell lines. Regression. Given two drug SMILES strings and cell line genomic features, predict the synergy score measuring deviation from expected non-interaction effect. (1) Drug 1: CC1CCCC2(C(O2)CC(NC(=O)CC(C(C(=O)C(C1O)C)(C)C)O)C(=CC3=CSC(=N3)C)C)C. Drug 2: B(C(CC(C)C)NC(=O)C(CC1=CC=CC=C1)NC(=O)C2=NC=CN=C2)(O)O. Cell line: HL-60(TB). Synergy scores: CSS=82.3, Synergy_ZIP=-1.12, Synergy_Bliss=-2.32, Synergy_Loewe=-3.15, Synergy_HSA=-2.36. (2) Drug 1: CN1CCC(CC1)COC2=C(C=C3C(=C2)N=CN=C3NC4=C(C=C(C=C4)Br)F)OC. Drug 2: CC1=C(C=C(C=C1)C(=O)NC2=CC(=CC(=C2)C(F)(F)F)N3C=C(N=C3)C)NC4=NC=CC(=N4)C5=CN=CC=C5. Cell line: MDA-MB-231. Synergy scores: CSS=15.1, Synergy_ZIP=-4.15, Synergy_Bliss=3.03, Synergy_Loewe=4.93, Synergy_HSA=4.54. (3) Drug 1: C1CCN(CC1)CCOC2=CC=C(C=C2)C(=O)C3=C(SC4=C3C=CC(=C4)O)C5=CC=C(C=C5)O. Drug 2: CC12CCC3C(C1CCC2=O)CC(=C)C4=CC(=O)C=CC34C. Cell line: TK-10. Synergy scores: CSS=8.53, Synergy_ZIP=1.80, Synergy_Bliss=-1.01, Synergy_Loewe=-1.98, Synergy_HSA=-1.13. (4) Drug 1: CC1=C(C(CCC1)(C)C)C=CC(=CC=CC(=CC(=O)O)C)C. Drug 2: CC(C)CN1C=NC2=C1C3=CC=CC=C3N=C2N. Cell line: OVCAR-4. Synergy scores: CSS=1.64, Synergy_ZIP=-1.32, Synergy_Bliss=-0.938, Synergy_Loewe=-2.36, Synergy_HSA=-2.08. (5) Synergy scores: CSS=24.4, Synergy_ZIP=-2.25, Synergy_Bliss=2.49, Synergy_Loewe=0.547, Synergy_HSA=1.82. Drug 1: CC12CCC(CC1=CCC3C2CCC4(C3CC=C4C5=CN=CC=C5)C)O. Drug 2: C1CC(C1)(C(=O)O)C(=O)O.[NH2-].[NH2-].[Pt+2]. Cell line: HOP-62.